Dataset: Catalyst prediction with 721,799 reactions and 888 catalyst types from USPTO. Task: Predict which catalyst facilitates the given reaction. (1) Reactant: C[O:2][C:3](=[O:25])[C:4]1[CH:9]=[CH:8][C:7]([O:10][CH2:11][CH:12]2[CH2:16][C:15](=[O:17])[N:14]([C:18]3[CH:23]=[CH:22][C:21]([F:24])=[CH:20][CH:19]=3)[CH2:13]2)=[CH:6][CH:5]=1.CO.O.O[Li].O. Product: [F:24][C:21]1[CH:20]=[CH:19][C:18]([N:14]2[C:15](=[O:17])[CH2:16][CH:12]([CH2:11][O:10][C:7]3[CH:8]=[CH:9][C:4]([C:3]([OH:25])=[O:2])=[CH:5][CH:6]=3)[CH2:13]2)=[CH:23][CH:22]=1. The catalyst class is: 1. (2) Reactant: [CH2:1]([NH:5][C:6]1[N:7]=[CH:8][C:9]2[N:14]([C:15]3[CH:20]=[CH:19][C:18]([F:21])=[CH:17][CH:16]=3)[CH:13]=[C:12]([C:22]3[CH2:27][CH2:26][CH:25]([O:28][Si](C(C)(C)C)(C)C)[CH2:24][CH:23]=3)[C:10]=2[N:11]=1)[CH2:2][CH2:3][CH3:4]. Product: [CH2:1]([NH:5][C:6]1[N:7]=[CH:8][C:9]2[N:14]([C:15]3[CH:20]=[CH:19][C:18]([F:21])=[CH:17][CH:16]=3)[CH:13]=[C:12]([C:22]3[CH2:27][CH2:26][CH:25]([OH:28])[CH2:24][CH:23]=3)[C:10]=2[N:11]=1)[CH2:2][CH2:3][CH3:4]. The catalyst class is: 811. (3) Reactant: [F:1][C:2]1[CH:8]=[CH:7][C:6]([O:9][C:10]([F:13])([F:12])[F:11])=[CH:5][C:3]=1[NH2:4].[Br:14]N1C(=O)CCC1=O. Product: [Br:14][C:7]1[C:6]([O:9][C:10]([F:11])([F:12])[F:13])=[CH:5][C:3]([NH2:4])=[C:2]([F:1])[CH:8]=1. The catalyst class is: 3. (4) Reactant: [S:1]1[CH:5]=[C:4]2[C:6]([O:8][C:9](=[O:10])[C:3]2=[CH:2]1)=[O:7].[CH2:11]([NH2:19])[CH2:12][CH2:13][CH2:14][CH2:15][CH2:16][CH2:17][CH3:18]. Product: [CH2:11]([NH:19][C:6]([C:4]1[C:3]([C:9]([OH:8])=[O:10])=[CH:2][S:1][CH:5]=1)=[O:7])[CH2:12][CH2:13][CH2:14][CH2:15][CH2:16][CH2:17][CH3:18]. The catalyst class is: 11. (5) Reactant: S(=O)(=O)(O)O.[O-]S([O-])(=O)=O.[Mg+2].Cl[S:13]([C:16]1[CH:17]=[C:18]([CH:22]=[CH:23][CH:24]=1)[C:19]([OH:21])=[O:20])(=[O:15])=[O:14].[CH3:25][C:26](O)([CH3:28])[CH3:27].[NH3:30]. Product: [C:26]([O:21][C:19](=[O:20])[C:18]1[CH:22]=[CH:23][CH:24]=[C:16]([S:13](=[O:15])(=[O:14])[NH2:30])[CH:17]=1)([CH3:28])([CH3:27])[CH3:25]. The catalyst class is: 61. (6) Reactant: [Br:1][C:2]1[CH:18]=[CH:17][C:5]([CH2:6][O:7][CH2:8][C:9]2[O:13][N:12]=[C:11]([C:14]([OH:16])=O)[CH:10]=2)=[CH:4][C:3]=1[F:19].Cl.[O:21]1[CH2:25][CH2:24][CH:23]([CH2:26][NH2:27])[CH2:22]1.C(N(CC)CC)C.ON1C2C=CC=CC=2N=N1.Cl.C(N=C=NCCCN(C)C)C. Product: [O:21]1[CH2:25][CH2:24][CH:23]([CH2:26][NH:27][C:14]([C:11]2[CH:10]=[C:9]([CH2:8][O:7][CH2:6][C:5]3[CH:17]=[CH:18][C:2]([Br:1])=[C:3]([F:19])[CH:4]=3)[O:13][N:12]=2)=[O:16])[CH2:22]1. The catalyst class is: 22. (7) Product: [N:18]1([CH2:17][C@H:16]([C:23]2[CH:24]=[CH:25][CH:26]=[CH:27][CH:28]=2)[O:15][C:14]2[CH:13]=[CH:12][C:11]3[C:10](=[O:29])[CH2:9][CH2:8][CH2:7][C:6]=3[C:5]=2[CH2:4][NH:3][S:38]([C:35]2[CH:34]=[CH:33][C:32]([O:31][CH3:30])=[CH:37][CH:36]=2)(=[O:40])=[O:39])[CH:22]=[CH:21][N:20]=[CH:19]1. The catalyst class is: 202. Reactant: Cl.Cl.[NH2:3][CH2:4][C:5]1[C:14]([O:15][C@@H:16]([C:23]2[CH:28]=[CH:27][CH:26]=[CH:25][CH:24]=2)[CH2:17][N:18]2[CH:22]=[CH:21][N:20]=[CH:19]2)=[CH:13][CH:12]=[C:11]2[C:6]=1[CH2:7][CH2:8][CH2:9][C:10]2=[O:29].[CH3:30][O:31][C:32]1[CH:37]=[CH:36][C:35]([S:38](Cl)(=[O:40])=[O:39])=[CH:34][CH:33]=1.